This data is from Forward reaction prediction with 1.9M reactions from USPTO patents (1976-2016). The task is: Predict the product of the given reaction. The product is: [C:39]([C:36]1[CH:37]=[CH:38][C:33]([NH:1][C:2]2[C:6]([C:7]#[N:8])=[CH:5][N:4]([C:9]3[CH:14]=[CH:13][CH:12]=[C:11]([N:15]4[N:24]=[CH:23][C:22]5[C:17](=[CH:18][CH:19]=[C:20]([C:25]([CH3:26])([CH3:27])[CH3:28])[CH:21]=5)[C:16]4=[O:29])[C:10]=3[CH2:30][OH:31])[N:3]=2)=[CH:34][CH:35]=1)(=[O:41])[CH3:40]. Given the reactants [NH2:1][C:2]1[C:6]([C:7]#[N:8])=[CH:5][N:4]([C:9]2[CH:14]=[CH:13][CH:12]=[C:11]([N:15]3[N:24]=[CH:23][C:22]4[C:17](=[CH:18][CH:19]=[C:20]([C:25]([CH3:28])([CH3:27])[CH3:26])[CH:21]=4)[C:16]3=[O:29])[C:10]=2[CH2:30][OH:31])[N:3]=1.Br[C:33]1[CH:38]=[CH:37][C:36]([C:39](=[O:41])[CH3:40])=[CH:35][CH:34]=1.CC(C1C=C(C(C)C)C(C2C(P(C3CCCCC3)C3CCCCC3)=C(OC)C=CC=2OC)=C(C(C)C)C=1)C.C(=O)([O-])[O-].[Cs+].[Cs+], predict the reaction product.